This data is from Reaction yield outcomes from USPTO patents with 853,638 reactions. The task is: Predict the reaction yield, written as a fraction of the theoretical maximum amount of product (1.0 means a 100% yield; for example, 0.34 means a 34% yield). (1) The reactants are [C:1]([C:5]1[CH:9]=[C:8]([NH:10][C:11](=[O:36])[NH:12][C:13]2[C:22]3[C:17](=[CH:18][CH:19]=[CH:20][CH:21]=3)[C:16]([O:23][CH2:24][C:25]3[CH:30]=[CH:29][N:28]=[C:27]([NH:31][C:32](=[O:35])[CH2:33]Cl)[CH:26]=3)=[CH:15][CH:14]=2)[N:7]([C:37]2[CH:42]=[CH:41][C:40]([CH3:43])=[CH:39][CH:38]=2)[N:6]=1)([CH3:4])([CH3:3])[CH3:2].CC[N:46]([CH:50]([CH3:52])C)[CH:47]([CH3:49])C.N1CCCC1. The catalyst is C(Cl)Cl.CN(C=O)C. The yield is 0.320. The product is [C:1]([C:5]1[CH:9]=[C:8]([NH:10][C:11](=[O:36])[NH:12][C:13]2[C:22]3[C:17](=[CH:18][CH:19]=[CH:20][CH:21]=3)[C:16]([O:23][CH2:24][C:25]3[CH:30]=[CH:29][N:28]=[C:27]([NH:31][C:32](=[O:35])[CH2:33][N:46]4[CH2:47][CH2:49][CH2:52][CH2:50]4)[CH:26]=3)=[CH:15][CH:14]=2)[N:7]([C:37]2[CH:42]=[CH:41][C:40]([CH3:43])=[CH:39][CH:38]=2)[N:6]=1)([CH3:4])([CH3:3])[CH3:2]. (2) The reactants are [Na].[N:2]1([C:8]([NH2:10])=[NH:9])[CH2:7][CH2:6][CH2:5][CH2:4][CH2:3]1.[C:11]([O:15][C:16]([N:18]1[CH2:23][CH2:22][CH:21]([C:24](=O)[CH2:25][C:26](OCC)=[O:27])[CH2:20][CH2:19]1)=[O:17])([CH3:14])([CH3:13])[CH3:12]. The catalyst is C(O)C. The product is [C:11]([O:15][C:16]([N:18]1[CH2:19][CH2:20][CH:21]([C:24]2[CH:25]=[C:26]([OH:27])[N:10]=[C:8]([N:2]3[CH2:7][CH2:6][CH2:5][CH2:4][CH2:3]3)[N:9]=2)[CH2:22][CH2:23]1)=[O:17])([CH3:14])([CH3:13])[CH3:12]. The yield is 0.440. (3) The reactants are [CH2:1]([O:8][C:9]([N:11]1[CH2:16][CH2:15][N:14]([CH2:17][C@@H:18]([OH:24])[CH2:19][C:20]([O:22]C)=[O:21])[C:13](=[O:25])[C@@H:12]1[CH3:26])=[O:10])[C:2]1[CH:7]=[CH:6][CH:5]=[CH:4][CH:3]=1.[OH-].[Li+]. No catalyst specified. The product is [CH2:1]([O:8][C:9]([N:11]1[CH2:16][CH2:15][N:14]([CH2:17][C@@H:18]([OH:24])[CH2:19][C:20]([OH:22])=[O:21])[C:13](=[O:25])[C@@H:12]1[CH3:26])=[O:10])[C:2]1[CH:7]=[CH:6][CH:5]=[CH:4][CH:3]=1. The yield is 0.810. (4) The reactants are [CH2:1]([O:3][C:4](=[O:55])[CH2:5][N:6]([C:8](=[O:54])[C@@H:9]([NH:25][C:26](=[O:53])[C@@H:27]([NH2:52])[CH2:28][CH2:29][CH2:30][NH:31]/[C:32](/[NH2:51])=[N:33]\[S:34]([C:37]1[C:38]([CH3:50])=[C:39]([CH3:49])[C:40]2[O:44][C:43]([CH3:46])([CH3:45])[CH2:42][C:41]=2[C:47]=1[CH3:48])(=[O:36])=[O:35])[CH2:10][N:11]([CH3:24])[S:12]([C:15]1[CH:20]=[CH:19][CH:18]=[CH:17][C:16]=1[N+:21]([O-:23])=[O:22])(=[O:14])=[O:13])[CH3:7])[CH3:2].CCN(C(C)C)C(C)C.[CH3:65][C:66](OC(C)=O)=[O:67]. The catalyst is C(Cl)(Cl)Cl. The product is [CH2:1]([O:3][C:4](=[O:55])[CH2:5][N:6]([C:8](=[O:54])[C@@H:9]([NH:25][C:26](=[O:53])[C@@H:27]([NH:52][C:66](=[O:67])[CH3:65])[CH2:28][CH2:29][CH2:30][NH:31]/[C:32](/[NH2:51])=[N:33]\[S:34]([C:37]1[C:38]([CH3:50])=[C:39]([CH3:49])[C:40]2[O:44][C:43]([CH3:45])([CH3:46])[CH2:42][C:41]=2[C:47]=1[CH3:48])(=[O:35])=[O:36])[CH2:10][N:11]([CH3:24])[S:12]([C:15]1[CH:20]=[CH:19][CH:18]=[CH:17][C:16]=1[N+:21]([O-:23])=[O:22])(=[O:14])=[O:13])[CH3:7])[CH3:2]. The yield is 0.820. (5) The reactants are [N:1]1[CH:6]=[CH:5][CH:4]=[CH:3][C:2]=1[C:7]1[O:8][C:9]2[CH2:14][CH2:13][NH:12][CH2:11][C:10]=2[N:15]=1.Br[C:17]1[CH:18]=[C:19]([CH:22]=[CH:23][CH:24]=1)[C:20]#[N:21].C([O-])([O-])=O.[Cs+].[Cs+].CC1(C)C2C(=C(P(C3C=CC=CC=3)C3C=CC=CC=3)C=CC=2)OC2C(P(C3C=CC=CC=3)C3C=CC=CC=3)=CC=CC1=2. The catalyst is C1(C)C=CC=CC=1.CO.CC([O-])=O.CC([O-])=O.[Pd+2]. The product is [N:1]1[CH:6]=[CH:5][CH:4]=[CH:3][C:2]=1[C:7]1[O:8][C:9]2[CH2:14][CH2:13][N:12]([C:17]3[CH:18]=[C:19]([CH:22]=[CH:23][CH:24]=3)[C:20]#[N:21])[CH2:11][C:10]=2[N:15]=1. The yield is 0.170. (6) The reactants are Cl.[NH2:2][C@H:3]1[C@H:8]2[CH2:9][C@H:5]([CH2:6][CH2:7]2)[C@H:4]1[C:10]([O:12][CH3:13])=[O:11].C([O-])(=O)C.[Na+].[F:19][C:20]1[CH:21]=[C:22]([CH:25]=[CH:26][C:27]=1[F:28])[CH:23]=O.C([BH3-])#N.[Na+].C(=O)(O)[O-].[Na+]. The catalyst is CO.C(OCC)(=O)C. The product is [F:19][C:20]1[CH:21]=[C:22]([CH:25]=[CH:26][C:27]=1[F:28])[CH2:23][NH:2][C@H:3]1[C@H:8]2[CH2:9][C@H:5]([CH2:6][CH2:7]2)[C@H:4]1[C:10]([O:12][CH3:13])=[O:11]. The yield is 0.780. (7) The reactants are [CH3:1][C:2]1[CH:6]=[C:5]([C:7]([OH:9])=O)[NH:4][N:3]=1.[NH2:10][C:11]1[CH:12]=[C:13]([CH:30]=[CH:31][C:32]=1[CH3:33])[O:14][C:15]1[CH:16]=[CH:17][C:18]2[N:19]([CH:21]=[C:22]([NH:24][C:25]([CH:27]3[CH2:29][CH2:28]3)=[O:26])[N:23]=2)[N:20]=1.ON1C2C=CC=CC=2N=N1.Cl.C(N=C=NCCCN(C)C)C.C(N(CC)CC)C. The catalyst is CN(C)C=O. The product is [CH:27]1([C:25]([NH:24][C:22]2[N:23]=[C:18]3[CH:17]=[CH:16][C:15]([O:14][C:13]4[CH:30]=[CH:31][C:32]([CH3:33])=[C:11]([NH:10][C:7]([C:5]5[NH:4][N:3]=[C:2]([CH3:1])[CH:6]=5)=[O:9])[CH:12]=4)=[N:20][N:19]3[CH:21]=2)=[O:26])[CH2:28][CH2:29]1. The yield is 0.700. (8) The reactants are [C:1]([C:3](=[C:7](SC)[S:8][CH3:9])C(O)=O)#[N:2].[CH3:12][N:13]1[CH2:18][CH2:17][NH:16][CH2:15][CH2:14]1.C(N(CC)CC)C. The catalyst is CO. The product is [CH3:12][N:13]1[CH2:18][CH2:17][N:16]([C:7]([S:8][CH3:9])=[CH:3][C:1]#[N:2])[CH2:15][CH2:14]1. The yield is 0.730. (9) The reactants are [CH2:1]([O:8][C:9]1[CH:13]=[C:12]([C:14]([OH:16])=[O:15])[N:11]([C:17]2[CH:22]=[CH:21][CH:20]=[CH:19][CH:18]=2)[N:10]=1)[C:2]1[CH:7]=[CH:6][CH:5]=[CH:4][CH:3]=1.IC.[C:25](=O)([O-])[O-].[K+].[K+].Cl. The catalyst is CN(C)C=O. The product is [CH2:1]([O:8][C:9]1[CH:13]=[C:12]([C:14]([O:16][CH3:25])=[O:15])[N:11]([C:17]2[CH:22]=[CH:21][CH:20]=[CH:19][CH:18]=2)[N:10]=1)[C:2]1[CH:3]=[CH:4][CH:5]=[CH:6][CH:7]=1. The yield is 0.970.